Dataset: NCI-60 drug combinations with 297,098 pairs across 59 cell lines. Task: Regression. Given two drug SMILES strings and cell line genomic features, predict the synergy score measuring deviation from expected non-interaction effect. (1) Drug 1: COC1=CC(=CC(=C1O)OC)C2C3C(COC3=O)C(C4=CC5=C(C=C24)OCO5)OC6C(C(C7C(O6)COC(O7)C8=CC=CS8)O)O. Drug 2: CC=C1C(=O)NC(C(=O)OC2CC(=O)NC(C(=O)NC(CSSCCC=C2)C(=O)N1)C(C)C)C(C)C. Cell line: HS 578T. Synergy scores: CSS=60.1, Synergy_ZIP=2.04, Synergy_Bliss=2.16, Synergy_Loewe=3.58, Synergy_HSA=6.69. (2) Drug 1: C1CCC(CC1)NC(=O)N(CCCl)N=O. Drug 2: C1CN(P(=O)(OC1)NCCCl)CCCl. Cell line: UO-31. Synergy scores: CSS=11.0, Synergy_ZIP=-1.15, Synergy_Bliss=3.32, Synergy_Loewe=0.695, Synergy_HSA=4.87. (3) Synergy scores: CSS=7.14, Synergy_ZIP=-0.884, Synergy_Bliss=0.882, Synergy_Loewe=2.76, Synergy_HSA=2.83. Drug 1: CC1=CC2C(CCC3(C2CCC3(C(=O)C)OC(=O)C)C)C4(C1=CC(=O)CC4)C. Drug 2: CC12CCC3C(C1CCC2O)C(CC4=C3C=CC(=C4)O)CCCCCCCCCS(=O)CCCC(C(F)(F)F)(F)F. Cell line: CCRF-CEM. (4) Drug 1: CC1=C(C=C(C=C1)NC(=O)C2=CC=C(C=C2)CN3CCN(CC3)C)NC4=NC=CC(=N4)C5=CN=CC=C5. Drug 2: CC1C(C(CC(O1)OC2CC(CC3=C2C(=C4C(=C3O)C(=O)C5=CC=CC=C5C4=O)O)(C(=O)C)O)N)O. Cell line: ACHN. Synergy scores: CSS=54.2, Synergy_ZIP=2.00, Synergy_Bliss=2.44, Synergy_Loewe=-45.5, Synergy_HSA=0.474. (5) Drug 1: CC1=CC2C(CCC3(C2CCC3(C(=O)C)OC(=O)C)C)C4(C1=CC(=O)CC4)C. Drug 2: C1CNP(=O)(OC1)N(CCCl)CCCl. Cell line: HS 578T. Synergy scores: CSS=-11.7, Synergy_ZIP=2.04, Synergy_Bliss=-8.21, Synergy_Loewe=-14.1, Synergy_HSA=-14.1. (6) Drug 1: CN(C)C1=NC(=NC(=N1)N(C)C)N(C)C. Drug 2: C1=NC2=C(N1)C(=S)N=CN2. Cell line: SK-MEL-2. Synergy scores: CSS=-7.42, Synergy_ZIP=3.29, Synergy_Bliss=-1.79, Synergy_Loewe=-6.93, Synergy_HSA=-6.32. (7) Drug 1: CCN(CC)CCCC(C)NC1=C2C=C(C=CC2=NC3=C1C=CC(=C3)Cl)OC. Drug 2: C1CN(P(=O)(OC1)NCCCl)CCCl. Cell line: LOX IMVI. Synergy scores: CSS=28.9, Synergy_ZIP=2.66, Synergy_Bliss=4.52, Synergy_Loewe=-20.7, Synergy_HSA=3.80. (8) Drug 1: CN1CCC(CC1)COC2=C(C=C3C(=C2)N=CN=C3NC4=C(C=C(C=C4)Br)F)OC. Drug 2: C1=CC=C(C(=C1)C(C2=CC=C(C=C2)Cl)C(Cl)Cl)Cl. Cell line: NCI-H322M. Synergy scores: CSS=20.4, Synergy_ZIP=1.60, Synergy_Bliss=3.75, Synergy_Loewe=-28.5, Synergy_HSA=3.49.